Dataset: Reaction yield outcomes from USPTO patents with 853,638 reactions. Task: Predict the reaction yield, written as a fraction of the theoretical maximum amount of product (1.0 means a 100% yield; for example, 0.34 means a 34% yield). (1) The reactants are [F:1][C:2]1[CH:28]=[CH:27][C:5]([O:6][C:7]2[CH:12]=[CH:11][C:10]([C:13]3[N:18]=[C:17]([C:19]([N:21]4[CH2:26][CH2:25][NH:24][CH2:23][CH2:22]4)=[O:20])[CH:16]=[CH:15][CH:14]=3)=[CH:9][CH:8]=2)=[CH:4][CH:3]=1.[CH3:29][S:30]([C:33]1[CH:34]=[C:35]([S:39](Cl)(=[O:41])=[O:40])[CH:36]=[CH:37][CH:38]=1)(=[O:32])=[O:31].CCN(C(C)C)C(C)C. The catalyst is C(Cl)Cl. The product is [F:1][C:2]1[CH:3]=[CH:4][C:5]([O:6][C:7]2[CH:8]=[CH:9][C:10]([C:13]3[N:18]=[C:17]([C:19]([N:21]4[CH2:26][CH2:25][N:24]([S:39]([C:35]5[CH:36]=[CH:37][CH:38]=[C:33]([S:30]([CH3:29])(=[O:32])=[O:31])[CH:34]=5)(=[O:41])=[O:40])[CH2:23][CH2:22]4)=[O:20])[CH:16]=[CH:15][CH:14]=3)=[CH:11][CH:12]=2)=[CH:27][CH:28]=1. The yield is 0.840. (2) The reactants are [C:1]1([NH:7][NH2:8])[CH:6]=[CH:5][CH:4]=[CH:3][CH:2]=1.[O:9]1[C:13]2([CH2:18][CH2:17][C:16](=[O:19])[CH2:15][CH2:14]2)[O:12][CH2:11][CH2:10]1. The catalyst is C1(C)C=CC=CC=1. The product is [C:1]1([NH:7][NH2:8])[CH:6]=[CH:5][CH:4]=[CH:3][CH:2]=1.[O:9]1[C:13]2([CH2:14][CH2:15][C:16](=[O:19])[CH2:17][CH2:18]2)[O:12][CH2:11][CH2:10]1. The yield is 0.950. (3) The reactants are [CH2:1]([N:3]([CH2:6][C@H:7]1[N:12]([C:13](=O)[CH2:14][C@@H:15]([NH:24][C:25]2[CH:30]=[CH:29][C:28]([S:31]([NH2:34])(=[O:33])=[O:32])=[CH:27][C:26]=2[S:35]([C:38]([F:41])([F:40])[F:39])(=[O:37])=[O:36])[CH2:16][S:17][C:18]2[CH:23]=[CH:22][CH:21]=[CH:20][CH:19]=2)[CH2:11][CH2:10][O:9][CH2:8]1)[CH2:4][CH3:5])[CH3:2].CO.Cl.C(=O)([O-])[O-].[Na+].[Na+]. The catalyst is C(OCC)(=O)C. The product is [CH2:1]([N:3]([CH2:6][C@H:7]1[N:12]([CH2:13][CH2:14][C@@H:15]([NH:24][C:25]2[CH:30]=[CH:29][C:28]([S:31]([NH2:34])(=[O:32])=[O:33])=[CH:27][C:26]=2[S:35]([C:38]([F:40])([F:39])[F:41])(=[O:37])=[O:36])[CH2:16][S:17][C:18]2[CH:19]=[CH:20][CH:21]=[CH:22][CH:23]=2)[CH2:11][CH2:10][O:9][CH2:8]1)[CH2:4][CH3:5])[CH3:2]. The yield is 0.560.